This data is from Forward reaction prediction with 1.9M reactions from USPTO patents (1976-2016). The task is: Predict the product of the given reaction. (1) The product is: [OH:8][C:9]1[CH:14]=[C:13]([CH2:33][CH2:32][CH2:31][CH2:30][C:34]2[CH:39]=[CH:38][CH:37]=[CH:36][CH:35]=2)[CH:12]=[CH:11][C:10]=1[N:16]1[S:20](=[O:21])(=[O:22])[NH:19][C:18](=[O:29])[CH2:17]1. Given the reactants C([O:8][C:9]1[CH:14]=[C:13](I)[CH:12]=[CH:11][C:10]=1[N:16]1[S:20](=[O:22])(=[O:21])[N:19](CC[Si](C)(C)C)[C:18](=[O:29])[CH2:17]1)C1C=CC=CC=1.[CH2:30]([C:34]1[CH:39]=[CH:38][CH:37]=[CH:36][CH:35]=1)[CH2:31][CH:32]=[CH2:33], predict the reaction product. (2) Given the reactants [Br:1][C:2]1[CH:7]=[CH:6][C:5]([N:8]2[C:12]([C:13](OCC)=[O:14])=[CH:11][N:10]=[CH:9]2)=[CH:4][CH:3]=1.[H-].[Al+3].[Li+].[H-].[H-].[H-], predict the reaction product. The product is: [Br:1][C:2]1[CH:3]=[CH:4][C:5]([N:8]2[C:12]([CH2:13][OH:14])=[CH:11][N:10]=[CH:9]2)=[CH:6][CH:7]=1. (3) Given the reactants Cl[C:2]1[C:7]([C:8]#[N:9])=[CH:6][CH:5]=[CH:4][N:3]=1.C([Sn](CCCC)(CCCC)[C:15]1[CH:16]=[N:17][CH:18]=[CH:19][CH:20]=1)CCC, predict the reaction product. The product is: [N:3]1[CH:4]=[CH:5][CH:6]=[C:7]([C:8]#[N:9])[C:2]=1[C:15]1[CH:16]=[N:17][CH:18]=[CH:19][CH:20]=1. (4) Given the reactants [Si:1]([O:18][C@H:19]([CH3:39])[CH2:20][CH2:21][CH2:22][CH2:23][O:24][C:25]1([CH3:38])[CH2:30][CH2:29][N:28](C(OC(C)(C)C)=O)[CH2:27][CH2:26]1)([C:14]([CH3:17])([CH3:16])[CH3:15])([C:8]1[CH:13]=[CH:12][CH:11]=[CH:10][CH:9]=1)[C:2]1[CH:7]=[CH:6][CH:5]=[CH:4][CH:3]=1.Cl, predict the reaction product. The product is: [Si:1]([O:18][C@H:19]([CH3:39])[CH2:20][CH2:21][CH2:22][CH2:23][O:24][C:25]1([CH3:38])[CH2:26][CH2:27][NH:28][CH2:29][CH2:30]1)([C:14]([CH3:17])([CH3:15])[CH3:16])([C:2]1[CH:7]=[CH:6][CH:5]=[CH:4][CH:3]=1)[C:8]1[CH:9]=[CH:10][CH:11]=[CH:12][CH:13]=1. (5) Given the reactants [S:1]1[CH:5]=[CH:4][N:3]=[C:2]1[CH:6]=O.C(OC(=O)C)(=O)C.[N+:15]([CH3:18])([O-:17])=[O:16], predict the reaction product. The product is: [N+:15](/[CH:18]=[CH:6]/[C:2]1[S:1][CH:5]=[CH:4][N:3]=1)([O-:17])=[O:16].